From a dataset of Forward reaction prediction with 1.9M reactions from USPTO patents (1976-2016). Predict the product of the given reaction. (1) The product is: [O:22]=[C:14]1[CH2:13][CH2:12][C:11]2[C:16]3=[C:17]([CH2:19][CH2:20][CH2:21][N:15]13)[CH:18]=[C:9]([C:43]1[CH:44]=[C:45]([CH2:49][NH:50][S:51]([CH2:54][CH3:55])(=[O:52])=[O:53])[CH:46]=[N:47][CH:48]=1)[CH:10]=2. Given the reactants CC1(C)C(C)(C)OB([C:9]2[CH:10]=[C:11]3[C:16]4=[C:17]([CH2:19][CH2:20][CH2:21][N:15]4[C:14](=[O:22])[CH2:13][CH2:12]3)[CH:18]=2)O1.CC1(C)C(C)(C)OB(B2OC(C)(C)C(C)(C)O2)O1.Br[C:43]1[CH:44]=[C:45]([CH2:49][NH:50][S:51]([CH2:54][CH3:55])(=[O:53])=[O:52])[CH:46]=[N:47][CH:48]=1, predict the reaction product. (2) The product is: [CH:11]1([C:17]([CH:6]2[C:7](=[O:8])[O:9][C:2]([CH3:10])([CH3:1])[O:3][C:4]2=[O:5])=[O:18])[CH2:16][CH2:15][CH2:14][CH2:13][CH2:12]1. Given the reactants [CH3:1][C:2]1([CH3:10])[O:9][C:7](=[O:8])[CH2:6][C:4](=[O:5])[O:3]1.[CH:11]1([C:17](Cl)=[O:18])[CH2:16][CH2:15][CH2:14][CH2:13][CH2:12]1, predict the reaction product. (3) The product is: [ClH:19].[C:1]([S:5]([C:8]1[CH:15]=[CH:14][CH:13]=[CH:12][C:9]=1[CH2:10][NH2:11])(=[O:7])=[O:6])([CH3:4])([CH3:3])[CH3:2]. Given the reactants [C:1]([S:5]([C:8]1[CH:15]=[CH:14][CH:13]=[CH:12][C:9]=1[C:10]#[N:11])(=[O:7])=[O:6])([CH3:4])([CH3:3])[CH3:2].S(C)C.[ClH:19], predict the reaction product.